This data is from Orexin1 receptor HTS with 218,158 compounds and 233 confirmed actives. The task is: Binary Classification. Given a drug SMILES string, predict its activity (active/inactive) in a high-throughput screening assay against a specified biological target. The drug is O(C(C(=O)NC1CCCCC1)c1cc(ccc1)C)C(=O)C. The result is 0 (inactive).